From a dataset of Experimentally validated miRNA-target interactions with 360,000+ pairs, plus equal number of negative samples. Binary Classification. Given a miRNA mature sequence and a target amino acid sequence, predict their likelihood of interaction. (1) The miRNA is hsa-miR-4762-3p with sequence CUUCUGAUCAAGAUUUGUGGUG. The protein sequence of the target gene is MYRYLGEALLLSRAGPAALGSASADSAALLGWARGQPAAAPQPGLALAARRHYSEAVADREDDPNFFKMVEGFFDRGASIVEDKLVEDLRTRESEEQKRNRVRGILRIIKPCNHVLSLSFPIRRDDGSWEVIEGYRAQHSQHRTPCKGGIRYSTDVSVDEVKALASLMTYKCAVVDVPFGGAKAGVKINPKNYTDNELEKITRRFTMELAKKGFIGPGIDVPAPDMSTGEREMSWIADTYASTIGHYDINAHACVTGKPISQGGIHGRISATGRGVFHGIENFINEASYMSILGMTPGFG.... Result: 1 (interaction). (2) The miRNA is hsa-miR-6775-5p with sequence UCGGGGCAUGGGGGAGGGAGGCUGG. The protein sequence of the target gene is MAGGRETCLPLIGFILICLKMVASAKSAPEIPTIDQAYSKLSNSITVEWATVPGATSYLLTAEDGDTVIETTVANSPGTVTGLKAATWYEITIRSISAAGRSQASPPKQAKTVLAAPILEVSSPSSDSILVQWEAVYMAIAFSVSIMRANGLGSIWKENTTNTSLTFTSLEAGTLYTIKAYAWNANRIPGDDSTCNQRTSPRAPANIQVSFDSGALKASFSWARAEGAFNYTVMALSDSSELTCSTTFSSCTISSLQCGTEYLISVLASNDAGSSKSSSAMTLKTVACAPGRVTIQEDPP.... Result: 0 (no interaction). (3) The miRNA is hsa-miR-302a-3p with sequence UAAGUGCUUCCAUGUUUUGGUGA. The protein sequence of the target gene is MSEESDMDKAIKETSILEEYSINWTQKLGAGISGPVRVCVKKSTQERFALKILLDRPKARNEVRLHMMCATHPNIVQIIEVFANSVQFPHESSPRARLLIVMEMMEGGELFHRISQHRHFTEKQASQVTKQIALALRHCHLLNIAHRDLKPENLLFKDNSLDAPVKLCDFGFAKIDQGDLMTPQFTPYYVAPQVLEAQRRHQKEKSGIIPTSPTPYTYNKSCDLWSLGVIIYVMLCGYPPFYSKHHSRTIPKDMRRKIMTGSFEFPEEEWSQISEMAKDVVRKLLKVKPEERLTIEGVLD.... Result: 1 (interaction). (4) The miRNA is rno-miR-327 with sequence CCUUGAGGGGCAUGAGGGU. The protein sequence of the target gene is MAALRVLLSCVRGPLRPPVRCPAWRPFASGANFEYIIAEKRGKNNTVGLIQLNRPKALNALCDGLIDELNQALKTFEEDPAVGAIVLTGGDKAFAAGADIKEMQNLSFQDCYSSKFLKHWDHLTQVKKPVIAAVNGYAFGGGCELAMMCDIIYAGEKAQFAQPEILIGTIPGAGGTQRLTRAVGKSLAMEMVLTGDRISAQDAKQAGLVSKICPVETLVEEAIQCAEKIASNSKIVVAMAKESVNAAFEMTLTEGSKLEKKLFYSTFATDDRKEGMTAFVEKRKANFKDQ. Result: 0 (no interaction).